From a dataset of CYP3A4 inhibition data for predicting drug metabolism from PubChem BioAssay. Regression/Classification. Given a drug SMILES string, predict its absorption, distribution, metabolism, or excretion properties. Task type varies by dataset: regression for continuous measurements (e.g., permeability, clearance, half-life) or binary classification for categorical outcomes (e.g., BBB penetration, CYP inhibition). Dataset: cyp3a4_veith. (1) The molecule is Cc1[nH]c(=O)c(C(=O)/C=C/c2ccccc2F)c2c1CCCC2. The result is 1 (inhibitor). (2) The molecule is O=c1[nH]c(CSc2nnc(-c3ccccc3)n2C2CCCCC2)nc2ccccc12. The result is 1 (inhibitor). (3) The drug is COc1ccc(C(=S)N(C)C)cc1OC. The result is 0 (non-inhibitor). (4) The drug is Cn1cc(-c2nc3cnc(N4CCNCC4)nc3n(C)c2=O)c2ccccc21. The result is 1 (inhibitor). (5) The molecule is CN(C)c1oc(-c2ccccc2)nc1C#N. The result is 0 (non-inhibitor). (6) The molecule is O[C@@H](c1cc(-c2ccccc2)nc2c1ccc1ccccc12)[C@@H]1CCCCN1. The result is 0 (non-inhibitor).